From a dataset of Reaction yield outcomes from USPTO patents with 853,638 reactions. Predict the reaction yield, written as a fraction of the theoretical maximum amount of product (1.0 means a 100% yield; for example, 0.34 means a 34% yield). The reactants are [O:1]=[C:2]([CH2:6][CH3:7])[C:3](O)=[O:4].C(Cl)(=O)C(Cl)=O.[CH:14]([C:17]1[CH:22]=[CH:21][C:20]([CH:23]2[C:27]3[C:28]([CH3:35])=[C:29]([NH2:34])[C:30]([CH3:33])=[C:31]([CH3:32])[C:26]=3[O:25][CH2:24]2)=[CH:19][CH:18]=1)([CH3:16])[CH3:15].C(N(CC)CC)C. The catalyst is C1COCC1.CN(C=O)C.O. The product is [CH:14]([C:17]1[CH:22]=[CH:21][C:20]([CH:23]2[C:27]3[C:28]([CH3:35])=[C:29]([NH:34][C:3](=[O:4])[C:2](=[O:1])[CH2:6][CH3:7])[C:30]([CH3:33])=[C:31]([CH3:32])[C:26]=3[O:25][CH2:24]2)=[CH:19][CH:18]=1)([CH3:16])[CH3:15]. The yield is 0.570.